Dataset: Catalyst prediction with 721,799 reactions and 888 catalyst types from USPTO. Task: Predict which catalyst facilitates the given reaction. (1) Reactant: FC(F)(F)C(O)=O.[NH2:8][CH:9]([CH2:14][C:15]1[CH:20]=[CH:19][C:18]([O:21][CH2:22][CH2:23][N:24]2[C:28]3[CH:29]=[CH:30][C:31]([C:33](=[O:40])[C:34]4[CH:39]=[CH:38][CH:37]=[CH:36][CH:35]=4)=[CH:32][C:27]=3[S:26][C:25]2=[O:41])=[CH:17][CH:16]=1)[C:10]([O:12][CH3:13])=[O:11].C(N(CC)CC)C.[C:49](Cl)(=[O:53])[CH2:50][CH2:51][CH3:52]. Product: [C:33]([C:31]1[CH:30]=[CH:29][C:28]2[N:24]([CH2:23][CH2:22][O:21][C:18]3[CH:17]=[CH:16][C:15]([CH2:14][CH:9]([NH:8][C:49](=[O:53])[CH2:50][CH2:51][CH3:52])[C:10]([O:12][CH3:13])=[O:11])=[CH:20][CH:19]=3)[C:25](=[O:41])[S:26][C:27]=2[CH:32]=1)(=[O:40])[C:34]1[CH:35]=[CH:36][CH:37]=[CH:38][CH:39]=1. The catalyst class is: 13. (2) Reactant: [CH3:1][C:2]1[N:7]=[C:6]([O:8][CH2:9][C:10]2[CH:18]=[CH:17][C:13]([C:14]([OH:16])=O)=[CH:12][CH:11]=2)[CH:5]=[CH:4][CH:3]=1.ON1C(=O)CCC1=O.CCN=C=NCCCN(C)C.Cl.C([O-])([O-])=O.[Na+].[Na+].[CH3:45][C:46]1([CH3:55])[CH2:51][CH:50]([NH2:52])[CH2:49][C:48]([CH3:54])([CH3:53])[NH:47]1. Product: [CH3:1][C:2]1[N:7]=[C:6]([O:8][CH2:9][C:10]2[CH:11]=[CH:12][C:13]([C:14]([NH:52][CH:50]3[CH2:51][C:46]([CH3:55])([CH3:45])[NH:47][C:48]([CH3:54])([CH3:53])[CH2:49]3)=[O:16])=[CH:17][CH:18]=2)[CH:5]=[CH:4][CH:3]=1. The catalyst class is: 2. (3) Reactant: [F:1][C:2]([F:21])([F:20])[C:3]([F:19])([F:18])[CH2:4][CH2:5][CH2:6]OS(C1C=CC(C)=CC=1)(=O)=O.[N-:22]=[N+]=[N-].[Na+].[CH3:26][C:27]([O:30][C:31]([O:33]C(OC(C)(C)C)=O)=O)([CH3:29])[CH3:28]. Product: [C:27]([O:30][C:31](=[O:33])[NH:22][CH2:6][CH2:5][CH2:4][C:3]([F:18])([F:19])[C:2]([F:1])([F:20])[F:21])([CH3:29])([CH3:28])[CH3:26]. The catalyst class is: 838. (4) Reactant: Cl[C:2]1[N:9]=[C:8]([O:10][CH3:11])[CH:7]=[CH:6][C:3]=1[C:4]#[N:5].[F:12][C:13]1[CH:14]=[C:15](B(O)O)[CH:16]=[C:17]([F:19])[CH:18]=1.C(=O)([O-])[O-].[Na+].[Na+]. Product: [F:12][C:13]1[CH:14]=[C:15]([C:2]2[N:9]=[C:8]([O:10][CH3:11])[CH:7]=[CH:6][C:3]=2[C:4]#[N:5])[CH:16]=[C:17]([F:19])[CH:18]=1. The catalyst class is: 75. (5) Reactant: O1CCOCC1.Cl[C:8]1[CH:13]=[C:12]([CH:14]([S:23][C:24]2[CH:29]=[CH:28][C:27]([Cl:30])=[CH:26][CH:25]=2)[C:15]2[CH:20]=[C:19]([F:21])[CH:18]=[CH:17][C:16]=2[F:22])[C:11]([Cl:31])=[CH:10][N:9]=1.[CH3:32][O:33][C:34]1[CH:35]=[C:36]([CH:39]=[CH:40][C:41]=1[O:42][CH3:43])[CH2:37][NH2:38]. Product: [Cl:31][C:11]1[C:12]([CH:14]([S:23][C:24]2[CH:25]=[CH:26][C:27]([Cl:30])=[CH:28][CH:29]=2)[C:15]2[CH:20]=[C:19]([F:21])[CH:18]=[CH:17][C:16]=2[F:22])=[CH:13][C:8]([NH:38][CH2:37][C:36]2[CH:39]=[CH:40][C:41]([O:42][CH3:43])=[C:34]([O:33][CH3:32])[CH:35]=2)=[N:9][CH:10]=1. The catalyst class is: 81. (6) Reactant: [Cl:1][C:2]1[CH:7]=[CH:6][C:5]([CH2:8][C:9]2[C:18]3[C:13](=[CH:14][CH:15]=[CH:16][CH:17]=3)[C:12](=[O:19])[N:11]([CH2:20][C@H:21]3[CH2:25][CH2:24][CH2:23][NH:22]3)[N:10]=2)=[CH:4][CH:3]=1.Br[CH2:27][CH2:28][CH2:29][NH:30][C:31](=[O:37])[O:32][C:33]([CH3:36])([CH3:35])[CH3:34].C(=O)([O-])[O-].[K+].[K+].[I-].[Na+]. Product: [Cl:1][C:2]1[CH:7]=[CH:6][C:5]([CH2:8][C:9]2[C:18]3[C:13](=[CH:14][CH:15]=[CH:16][CH:17]=3)[C:12](=[O:19])[N:11]([CH2:20][C@H:21]3[CH2:25][CH2:24][CH2:23][N:22]3[CH2:27][CH2:28][CH2:29][NH:30][C:31](=[O:37])[O:32][C:33]([CH3:36])([CH3:35])[CH3:34])[N:10]=2)=[CH:4][CH:3]=1. The catalyst class is: 131. (7) Product: [CH3:1][O:2][C:3](=[O:23])[C@@H:4]([CH:17]1[CH2:22][CH2:21][CH2:20][CH2:19][CH2:18]1)[N:5]1[C:14](=[O:15])[C:13]2[C:8](=[CH:9][CH:10]=[CH:11][CH:12]=2)[N:7]([CH2:36][C:28]2[C:29]3[C:34](=[CH:33][CH:32]=[CH:31][C:30]=3[CH3:35])[N:26]([CH3:25])[CH:27]=2)[C:6]1=[O:16]. The catalyst class is: 31. Reactant: [CH3:1][O:2][C:3](=[O:23])[C@@H:4]([CH:17]1[CH2:22][CH2:21][CH2:20][CH2:19][CH2:18]1)[N:5]1[C:14](=[O:15])[C:13]2[C:8](=[CH:9][CH:10]=[CH:11][CH:12]=2)[NH:7][C:6]1=[O:16].[I-].[CH3:25][N:26]1[C:34]2[C:29](=[C:30]([CH3:35])[CH:31]=[CH:32][CH:33]=2)[C:28]([CH2:36][N+](C)(C)C)=[CH:27]1.C(=O)([O-])[O-].[K+].[K+].